The task is: Predict the product of the given reaction.. This data is from Forward reaction prediction with 1.9M reactions from USPTO patents (1976-2016). Given the reactants [C:1]1([CH2:7][N:8]2[CH2:14][C:13](=[O:15])[C:10]3([CH2:12][CH2:11]3)[C:9]2=O)[CH:6]=[CH:5][CH:4]=[CH:3][CH:2]=1.[H-].[H-].[H-].[H-].[Li+].[Al+3], predict the reaction product. The product is: [C:1]1([CH2:7][N:8]2[CH2:14][CH:13]([OH:15])[C:10]3([CH2:11][CH2:12]3)[CH2:9]2)[CH:2]=[CH:3][CH:4]=[CH:5][CH:6]=1.